Dataset: Peptide-MHC class I binding affinity with 185,985 pairs from IEDB/IMGT. Task: Regression. Given a peptide amino acid sequence and an MHC pseudo amino acid sequence, predict their binding affinity value. This is MHC class I binding data. (1) The peptide sequence is KRMMIRYCL. The binding affinity (normalized) is 0.0847. The MHC is HLA-B15:09 with pseudo-sequence HLA-B15:09. (2) The peptide sequence is GEIPFYGKAI. The MHC is HLA-B40:02 with pseudo-sequence HLA-B40:02. The binding affinity (normalized) is 0.587. (3) The peptide sequence is LLRDKDGVY. The MHC is HLA-A11:01 with pseudo-sequence HLA-A11:01. The binding affinity (normalized) is 0.0847. (4) The peptide sequence is IIGLLKIFR. The MHC is HLA-A26:02 with pseudo-sequence HLA-A26:02. The binding affinity (normalized) is 0.0847. (5) The peptide sequence is HRLTNKGIC. The MHC is H-2-Db with pseudo-sequence H-2-Db. The binding affinity (normalized) is 0.0641.